Dataset: Full USPTO retrosynthesis dataset with 1.9M reactions from patents (1976-2016). Task: Predict the reactants needed to synthesize the given product. Given the product [I:1][C:2]1[CH:3]=[CH:4][C:5]([N:8]2[CH2:9][C:10]3([CH2:13][NH:12][CH2:11]3)[CH2:21]2)=[CH:6][CH:7]=1, predict the reactants needed to synthesize it. The reactants are: [I:1][C:2]1[CH:7]=[CH:6][C:5]([N:8]2[CH2:21][C:10]3([CH2:13][N:12](C(OC(C)(C)C)=O)[CH2:11]3)[CH2:9]2)=[CH:4][CH:3]=1.C(O)(C(F)(F)F)=O.